This data is from Forward reaction prediction with 1.9M reactions from USPTO patents (1976-2016). The task is: Predict the product of the given reaction. (1) Given the reactants C([CH:5]1OS(=O)(=O)[N:7]([C:12]([O-:14])=[O:13])[C@@:6]1([C:16]1[CH:21]=[C:20]([NH:22][C:23]([O:25][CH2:26][CH3:27])=[O:24])[CH:19]=[CH:18][C:17]=1[F:28])[CH3:15])(C)(C)C.[Br:29][C:30]1[N:31]=[C:32]([C:35]#[N:36])[NH:33][CH:34]=1, predict the reaction product. The product is: [C:6]([O:14][C:12]([NH:7][C@@:6]([C:16]1[CH:21]=[C:20]([NH:22][C:23](=[O:24])[O:25][CH2:26][CH3:27])[CH:19]=[CH:18][C:17]=1[F:28])([CH3:15])[CH2:5][N:33]1[CH:34]=[C:30]([Br:29])[N:31]=[C:32]1[C:35]#[N:36])=[O:13])([CH3:16])([CH3:15])[CH3:5]. (2) Given the reactants [F:1][C:2]1[CH:7]=[CH:6][C:5]([N:8]2[C:13]3[CH:14]=[CH:15][C:16]([NH:18][S:19]([CH3:22])(=[O:21])=[O:20])=[CH:17][C:12]=3[O:11][C:10]([CH3:24])([CH3:23])[C:9]2=O)=[CH:4][CH:3]=1.COC1C=CC(P2(SP(C3C=CC(OC)=CC=3)(=S)S2)=[S:35])=CC=1, predict the reaction product. The product is: [F:1][C:2]1[CH:7]=[CH:6][C:5]([N:8]2[C:13]3[CH:14]=[CH:15][C:16]([NH:18][S:19]([CH3:22])(=[O:21])=[O:20])=[CH:17][C:12]=3[O:11][C:10]([CH3:24])([CH3:23])[C:9]2=[S:35])=[CH:4][CH:3]=1. (3) Given the reactants ClC(Cl)(O[C:5](=[O:11])OC(Cl)(Cl)Cl)Cl.[CH3:13][O:14][C:15]1[CH:20]=[CH:19][C:18]([C:21]2[N:22]=[C:23]([C:34]3([C:40]([O:42][CH3:43])=[O:41])[CH2:39][CH2:38][NH:37][CH2:36][CH2:35]3)[O:24][C:25]=2[C:26]2[CH:31]=[CH:30][C:29]([O:32][CH3:33])=[CH:28][CH:27]=2)=[CH:17][CH:16]=1.C(N(CC)CC)C.Cl.Cl.[CH3:53][NH:54][OH:55], predict the reaction product. The product is: [CH3:13][O:14][C:15]1[CH:20]=[CH:19][C:18]([C:21]2[N:22]=[C:23]([C:34]3([C:40]([O:42][CH3:43])=[O:41])[CH2:39][CH2:38][N:37]([C:5](=[O:11])[N:54]([OH:55])[CH3:53])[CH2:36][CH2:35]3)[O:24][C:25]=2[C:26]2[CH:27]=[CH:28][C:29]([O:32][CH3:33])=[CH:30][CH:31]=2)=[CH:17][CH:16]=1. (4) Given the reactants C([Li])CCC.CCCCCC.Br[C:13]1[CH:18]=[CH:17][C:16]([CH2:19][O:20][Si:21]([C:24]([CH3:27])([CH3:26])[CH3:25])([CH3:23])[CH3:22])=[C:15]([Cl:28])[CH:14]=1.[CH:29](N1CCCCC1)=[O:30].[Cl-].[NH4+], predict the reaction product. The product is: [Si:21]([O:20][CH2:19][C:16]1[CH:17]=[CH:18][C:13]([CH:29]=[O:30])=[CH:14][C:15]=1[Cl:28])([C:24]([CH3:27])([CH3:26])[CH3:25])([CH3:23])[CH3:22]. (5) Given the reactants [CH3:1][C:2]1[CH:6]=[C:5]([C:7]([OH:9])=O)[N:4]([CH2:10][C:11]([F:14])([F:13])[F:12])[N:3]=1.C(Cl)(=O)C(Cl)=O.[NH2:21][C:22]1[CH:23]=[C:24]([CH:41]=[CH:42][CH:43]=1)[O:25][C:26]1[CH:27]=[CH:28][C:29]2[N:30]([CH:32]=[C:33]([NH:35][C:36]([CH:38]3[CH2:40][CH2:39]3)=[O:37])[N:34]=2)[N:31]=1.C(N(CC)CC)C, predict the reaction product. The product is: [CH:38]1([C:36]([NH:35][C:33]2[N:34]=[C:29]3[CH:28]=[CH:27][C:26]([O:25][C:24]4[CH:23]=[C:22]([NH:21][C:7]([C:5]5[N:4]([CH2:10][C:11]([F:14])([F:13])[F:12])[N:3]=[C:2]([CH3:1])[CH:6]=5)=[O:9])[CH:43]=[CH:42][CH:41]=4)=[N:31][N:30]3[CH:32]=2)=[O:37])[CH2:39][CH2:40]1. (6) Given the reactants C([N:8](CC1C=CC=CC=1)[C:9]1[N:17]=[CH:16][N:15]=[C:14]2[C:10]=1[NH:11][C:12](=[O:34])[N:13]2[C:18]1[CH:19]=[C:20]([N:25]([CH3:33])[C:26](=[O:32])[O:27][C:28]([CH3:31])([CH3:30])[CH3:29])[CH:21]=[CH:22][C:23]=1[CH3:24])C1C=CC=CC=1.Cl, predict the reaction product. The product is: [NH2:8][C:9]1[N:17]=[CH:16][N:15]=[C:14]2[C:10]=1[NH:11][C:12](=[O:34])[N:13]2[C:18]1[CH:19]=[C:20]([N:25]([CH3:33])[C:26](=[O:32])[O:27][C:28]([CH3:29])([CH3:30])[CH3:31])[CH:21]=[CH:22][C:23]=1[CH3:24]. (7) Given the reactants [CH2:1]([N:3]1[C:7](=[NH:8])/[C:6](=[CH:9]\[C:10]2[CH:15]=[CH:14][C:13]([OH:16])=[C:12]([O:17][CH3:18])[CH:11]=2)/[N:5]([CH3:19])[C:4]1=[O:20])[CH3:2].C(=O)([O-])[O-].[Li+].[Li+].F[C:28]1[C:37]2[C:32](=[CH:33][CH:34]=[CH:35][CH:36]=2)[C:31]([C:38]#[N:39])=[CH:30][CH:29]=1.[OH-].[Na+], predict the reaction product. The product is: [CH2:1]([N:3]1[C:7](=[NH:8])/[C:6](=[CH:9]/[C:10]2[CH:15]=[CH:14][C:13]([O:16][C:28]3[C:37]4[C:32](=[CH:33][CH:34]=[CH:35][CH:36]=4)[C:31]([C:38]#[N:39])=[CH:30][CH:29]=3)=[C:12]([O:17][CH3:18])[CH:11]=2)/[N:5]([CH3:19])[C:4]1=[O:20])[CH3:2]. (8) Given the reactants [F:1][C:2]1[CH:7]=[CH:6][C:5]([O:8][CH3:9])=[CH:4][C:3]=1[C:10]1[CH:15]=[CH:14][C:13]([C:16]([O:18][CH3:19])=[O:17])=[CH:12][C:11]=1[N+:20]([O-])=O.C(O)(=O)C.COCCOC.[Sn](Cl)Cl, predict the reaction product. The product is: [NH2:20][C:11]1[CH:12]=[C:13]([C:16]([O:18][CH3:19])=[O:17])[CH:14]=[CH:15][C:10]=1[C:3]1[CH:4]=[C:5]([O:8][CH3:9])[CH:6]=[CH:7][C:2]=1[F:1]. (9) Given the reactants C(N(S(F)(F)[F:7])CC)C.O[C:11]1([CH3:24])[CH2:15][CH2:14][CH2:13][CH:12]1[NH:16][C:17](=[O:23])[O:18][C:19]([CH3:22])([CH3:21])[CH3:20], predict the reaction product. The product is: [F:7][C:11]1([CH3:24])[CH2:15][CH2:14][CH2:13][CH:12]1[NH:16][C:17](=[O:23])[O:18][C:19]([CH3:22])([CH3:21])[CH3:20].